This data is from Reaction yield outcomes from USPTO patents with 853,638 reactions. The task is: Predict the reaction yield, written as a fraction of the theoretical maximum amount of product (1.0 means a 100% yield; for example, 0.34 means a 34% yield). (1) The product is [CH2:1]([O:3][C:4](=[O:12])[C:5]1[CH:10]=[CH:9][C:8]([N:11]=[CH:18][C:17]2[CH:20]=[CH:21][C:14]([Br:13])=[CH:15][CH:16]=2)=[CH:7][CH:6]=1)[CH3:2]. The catalyst is C(O)C. The reactants are [CH2:1]([O:3][C:4](=[O:12])[C:5]1[CH:10]=[CH:9][C:8]([NH2:11])=[CH:7][CH:6]=1)[CH3:2].[Br:13][C:14]1[CH:21]=[CH:20][C:17]([CH:18]=O)=[CH:16][CH:15]=1. The yield is 0.700. (2) The reactants are C(O[C:4]([C:6]1[C:7](=[O:24])[N:8]([CH2:19][CH2:20][CH:21]([CH3:23])[CH3:22])[N:9]=[C:10]([N:13]2[CH2:18][CH2:17][O:16][CH2:15][CH2:14]2)[C:11]=1[OH:12])=O)C.[NH2:25][C:26]1[CH:31]=[CH:30][C:29]([I:32])=[CH:28][C:27]=1[S:33]([NH2:36])(=[O:35])=[O:34]. The catalyst is N1C=CC=CC=1. The product is [OH:12][C:11]1[C:10]([N:13]2[CH2:14][CH2:15][O:16][CH2:17][CH2:18]2)=[N:9][N:8]([CH2:19][CH2:20][CH:21]([CH3:22])[CH3:23])[C:7](=[O:24])[C:6]=1[C:4]1[NH:36][S:33](=[O:35])(=[O:34])[C:27]2[CH:28]=[C:29]([I:32])[CH:30]=[CH:31][C:26]=2[N:25]=1. The yield is 0.280.